Dataset: Full USPTO retrosynthesis dataset with 1.9M reactions from patents (1976-2016). Task: Predict the reactants needed to synthesize the given product. (1) Given the product [N:19]1([C:24]2[CH:25]=[C:26]([CH:29]=[CH:30][CH:31]=2)[CH2:27][N:1]2[CH:2]([C:9]3[C:14]([O:15][CH3:16])=[CH:13][CH:12]=[CH:11][C:10]=3[O:17][CH3:18])[CH2:3][CH2:4][C:5]2=[O:7])[CH:23]=[CH:22][CH:21]=[N:20]1, predict the reactants needed to synthesize it. The reactants are: [NH2:1][CH:2]([C:9]1[C:14]([O:15][CH3:16])=[CH:13][CH:12]=[CH:11][C:10]=1[O:17][CH3:18])[CH2:3][CH2:4][C:5]([O:7]C)=O.[N:19]1([C:24]2[CH:25]=[C:26]([CH:29]=[CH:30][CH:31]=2)[CH:27]=O)[CH:23]=[CH:22][CH:21]=[N:20]1. (2) Given the product [Cl:1][C:2]1[CH:3]=[CH:4][C:5]([F:34])=[C:6]([C:8]2[N:9]=[C:10]([NH:24][C:25]3[C:30]([C:52]([NH:50][CH3:49])=[O:53])=[CH:29][N:28]=[CH:27][CH:26]=3)[C:11]3[CH2:17][CH2:16][CH2:15][C:12]=3[N:13]=2)[CH:7]=1, predict the reactants needed to synthesize it. The reactants are: [Cl:1][C:2]1[CH:3]=[CH:4][C:5]([F:34])=[C:6]([C:8]2[N:9]=[C:10]([NH:24][C:25]3[C:30](C(O)=O)=[CH:29][N:28]=[CH:27][CH:26]=3)[C:11]3[CH:17]=[CH:16][C:15](NCCN(C)C)=N[C:12]=3[N:13]=2)[CH:7]=1.C(N1C=CN=C1)(N1C=CN=C1)=O.CN.[CH3:49][N:50]([CH:52]=[O:53])C. (3) Given the product [C:4]1([CH:3]=[CH:2][CH:1]=[C:17]([C:14]2[CH:15]=[CH:16][N:11]=[CH:12][CH:13]=2)[C:18](=[O:20])[CH3:19])[CH:9]=[CH:8][CH:7]=[CH:6][CH:5]=1, predict the reactants needed to synthesize it. The reactants are: [CH:1](=O)/[CH:2]=[CH:3]/[C:4]1[CH:9]=[CH:8][CH:7]=[CH:6][CH:5]=1.[N:11]1[CH:16]=[CH:15][C:14]([CH2:17][C:18](=[O:20])[CH3:19])=[CH:13][CH:12]=1. (4) Given the product [CH:14]([C:10]1[C:11]([CH3:13])=[CH:12][C:7]([C:26]#[N:27])=[C:8]([O:16][CH3:17])[CH:9]=1)=[O:15], predict the reactants needed to synthesize it. The reactants are: FC(F)(F)S(O[C:7]1[CH:12]=[C:11]([CH3:13])[C:10]([CH:14]=[O:15])=[CH:9][C:8]=1[O:16][CH3:17])(=O)=O.CCOC(C)=O.[CH3:26][N:27](C=O)C. (5) The reactants are: [C:1]([O:5][C:6]([N:8]1[C:16]2[C:11](=[CH:12][CH:13]=[C:14]([Cl:17])[CH:15]=2)[C:10]([CH3:19])([CH3:18])[CH2:9]1)=[O:7])([CH3:4])([CH3:3])[CH3:2].[Br:20]N1C(=O)CCC1=O. Given the product [C:1]([O:5][C:6]([N:8]1[C:16]2[C:11](=[CH:12][C:13]([Br:20])=[C:14]([Cl:17])[CH:15]=2)[C:10]([CH3:19])([CH3:18])[CH2:9]1)=[O:7])([CH3:4])([CH3:2])[CH3:3], predict the reactants needed to synthesize it. (6) Given the product [C:11]1([N:9]2[CH:10]=[C:6]([C:4]([OH:5])=[O:3])[C:7]([C:17]([F:19])([F:20])[F:18])=[N:8]2)[CH:12]=[CH:13][CH:14]=[CH:15][CH:16]=1, predict the reactants needed to synthesize it. The reactants are: C([O:3][C:4]([C:6]1[C:7]([C:17]([F:20])([F:19])[F:18])=[N:8][N:9]([C:11]2[CH:16]=[CH:15][CH:14]=[CH:13][CH:12]=2)[CH:10]=1)=[O:5])C.[OH-].[Na+]. (7) Given the product [CH2:1]([N:8]1[C:12]([C:13]2[CH:18]=[CH:17][CH:16]=[CH:15][C:14]=2[C:19]2[CH:24]=[CH:23][C:22]([CH2:25][NH:26][C:27]3[C:36]([NH2:37])=[CH:35][CH:34]=[CH:33][C:28]=3[C:29]([O:31][CH3:32])=[O:30])=[CH:21][CH:20]=2)=[N:11][N:10]=[N:9]1)[C:2]1[CH:7]=[CH:6][CH:5]=[CH:4][CH:3]=1, predict the reactants needed to synthesize it. The reactants are: [CH2:1]([N:8]1[C:12]([C:13]2[CH:18]=[CH:17][CH:16]=[CH:15][C:14]=2[C:19]2[CH:24]=[CH:23][C:22]([CH2:25][NH:26][C:27]3[C:36]([N+:37]([O-])=O)=[CH:35][CH:34]=[CH:33][C:28]=3[C:29]([O:31][CH3:32])=[O:30])=[CH:21][CH:20]=2)=[N:11][N:10]=[N:9]1)[C:2]1[CH:7]=[CH:6][CH:5]=[CH:4][CH:3]=1.O.O.[Sn](Cl)Cl.